Dataset: Full USPTO retrosynthesis dataset with 1.9M reactions from patents (1976-2016). Task: Predict the reactants needed to synthesize the given product. (1) Given the product [CH3:1][S:2]([OH:5])(=[O:4])=[O:3].[N:6]1[CH:7]=[CH:8][N:9]2[C:14]=1[CH:13]=[CH:12][C:11]([CH2:15][O:16][C:17]1[CH:18]=[CH:19][C:20]([C:23]3[C:24](=[O:38])[C:25]([CH3:36])([CH3:37])[O:26][C:27]=3[C:28]3[CH:33]=[CH:32][C:31]([O:34][CH3:35])=[CH:30][CH:29]=3)=[CH:21][CH:22]=1)=[N:10]2, predict the reactants needed to synthesize it. The reactants are: [CH3:1][S:2]([OH:5])(=[O:4])=[O:3].[N:6]1[CH:7]=[CH:8][N:9]2[C:14]=1[CH:13]=[CH:12][C:11]([CH2:15][O:16][C:17]1[CH:22]=[CH:21][C:20]([C:23]3[C:24](=[O:38])[C:25]([CH3:37])([CH3:36])[O:26][C:27]=3[C:28]3[CH:33]=[CH:32][C:31]([O:34][CH3:35])=[CH:30][CH:29]=3)=[CH:19][CH:18]=1)=[N:10]2. (2) Given the product [CH2:14]([N:21]1[CH2:11][C:5]2[C:4](=[CH:9][C:8]([F:10])=[CH:7][CH:6]=2)[C:3]1=[O:13])[C:15]1[CH:20]=[CH:19][CH:18]=[CH:17][CH:16]=1, predict the reactants needed to synthesize it. The reactants are: CO[C:3](=[O:13])[C:4]1[CH:9]=[C:8]([F:10])[CH:7]=[CH:6][C:5]=1[CH2:11]Br.[CH2:14]([NH2:21])[C:15]1[CH:20]=[CH:19][CH:18]=[CH:17][CH:16]=1.C([O-])([O-])=O.[K+].[K+].C(OCC)(=O)C.